From a dataset of Full USPTO retrosynthesis dataset with 1.9M reactions from patents (1976-2016). Predict the reactants needed to synthesize the given product. (1) The reactants are: C([N:8]1[C:16]2[C:15](=[O:17])[N:14]([CH2:18][CH2:19][CH2:20][OH:21])[C:13](=[O:22])[N:12]([CH2:23][CH3:24])[C:11]=2[N:10]=[C:9]1[O:25][C:26]1[CH:31]=[CH:30][CH:29]=[C:28]([O:32][C:33]([F:36])([F:35])[F:34])[CH:27]=1)C1C=CC=CC=1.C([O-])=O.[NH4+]. Given the product [CH2:23]([N:12]1[C:11]2[N:10]=[C:9]([O:25][C:26]3[CH:31]=[CH:30][CH:29]=[C:28]([O:32][C:33]([F:35])([F:36])[F:34])[CH:27]=3)[NH:8][C:16]=2[C:15](=[O:17])[N:14]([CH2:18][CH2:19][CH2:20][OH:21])[C:13]1=[O:22])[CH3:24], predict the reactants needed to synthesize it. (2) Given the product [ClH:3].[ClH:1].[CH:17]1([OH:23])[CH2:22][CH2:21][CH2:20][CH2:19][CH2:18]1, predict the reactants needed to synthesize it. The reactants are: [ClH:1].Cl.[Cl:3]C1SC=C(C([C:17]2([OH:23])[CH2:22][CH2:21][CH2:20][CH2:19][CH2:18]2)CN2CCNCC2)C=1.Cl. (3) Given the product [C:19]([C:17]1[CH:18]=[C:13]([C:12]#[C:11][C:8]2[CH:9]=[CH:10][C:5]([CH2:4][C:3]([OH:30])=[O:2])=[C:6]([F:29])[CH:7]=2)[CH:14]=[C:15]([C:25]([CH3:28])([CH3:27])[CH3:26])[C:16]=1[O:23][CH3:24])([CH3:20])([CH3:21])[CH3:22], predict the reactants needed to synthesize it. The reactants are: C[O:2][C:3](=[O:30])[CH2:4][C:5]1[CH:10]=[CH:9][C:8]([C:11]#[C:12][C:13]2[CH:18]=[C:17]([C:19]([CH3:22])([CH3:21])[CH3:20])[C:16]([O:23][CH3:24])=[C:15]([C:25]([CH3:28])([CH3:27])[CH3:26])[CH:14]=2)=[CH:7][C:6]=1[F:29].[OH-].[Na+].C(O)C.O. (4) The reactants are: [Cl-].O[NH3+:3].[C:4](=[O:7])([O-])[OH:5].[Na+].CS(C)=O.[C:13]([O:16][C:17]([CH3:56])([CH3:55])[C:18]([O:20][C@H:21]1[CH2:26][CH2:25][C@H:24]([N:27]2[C:32](=[O:33])[C:31]([CH2:34][C:35]3[CH:40]=[CH:39][C:38]([C:41]4[CH:46]=[CH:45][CH:44]=[CH:43][C:42]=4[C:47]#[N:48])=[CH:37][CH:36]=3)=[C:30]([CH2:49][CH2:50][CH3:51])[N:29]3[N:52]=[CH:53][CH:54]=[C:28]23)[CH2:23][CH2:22]1)=[O:19])(=[O:15])[CH3:14]. Given the product [C:13]([O:16][C:17]([CH3:55])([CH3:56])[C:18]([O:20][C@H:21]1[CH2:26][CH2:25][C@H:24]([N:27]2[C:32](=[O:33])[C:31]([CH2:34][C:35]3[CH:36]=[CH:37][C:38]([C:41]4[CH:46]=[CH:45][CH:44]=[CH:43][C:42]=4[C:47]4[NH:3][C:4](=[O:7])[O:5][N:48]=4)=[CH:39][CH:40]=3)=[C:30]([CH2:49][CH2:50][CH3:51])[N:29]3[N:52]=[CH:53][CH:54]=[C:28]23)[CH2:23][CH2:22]1)=[O:19])(=[O:15])[CH3:14], predict the reactants needed to synthesize it. (5) Given the product [Cl:51][C:52]1[CH:57]=[CH:56][C:55]([CH:58]([NH:84][C:48]([C:33]2([NH:32][C:30](=[O:31])[O:29][C:25]([CH3:26])([CH3:28])[CH3:27])[CH2:38][CH2:37][N:36]([C:39]3[C:40]4[CH:47]=[CH:46][NH:45][C:41]=4[N:42]=[CH:43][N:44]=3)[CH2:35][CH2:34]2)=[O:50])[CH2:59][C:60]2[N:61]([C:65]([C:78]3[CH:79]=[CH:80][CH:81]=[CH:82][CH:83]=3)([C:72]3[CH:73]=[CH:74][CH:75]=[CH:76][CH:77]=3)[C:66]3[CH:71]=[CH:70][CH:69]=[CH:68][CH:67]=3)[CH:62]=[CH:63][N:64]=2)=[CH:54][CH:53]=1, predict the reactants needed to synthesize it. The reactants are: F[P-](F)(F)(F)(F)F.N1(OC(N(C)C)=[N+](C)C)C2N=CC=CC=2N=N1.[C:25]([O:29][C:30]([NH:32][C:33]1([C:48]([OH:50])=O)[CH2:38][CH2:37][N:36]([C:39]2[C:40]3[CH:47]=[CH:46][NH:45][C:41]=3[N:42]=[CH:43][N:44]=2)[CH2:35][CH2:34]1)=[O:31])([CH3:28])([CH3:27])[CH3:26].[Cl:51][C:52]1[CH:57]=[CH:56][C:55]([CH:58]([NH2:84])[CH2:59][C:60]2[N:61]([C:65]([C:78]3[CH:83]=[CH:82][CH:81]=[CH:80][CH:79]=3)([C:72]3[CH:77]=[CH:76][CH:75]=[CH:74][CH:73]=3)[C:66]3[CH:71]=[CH:70][CH:69]=[CH:68][CH:67]=3)[CH:62]=[CH:63][N:64]=2)=[CH:54][CH:53]=1.C(N(C(C)C)C(C)C)C. (6) Given the product [C:11]1([C:2]2[CH:7]=[C:6]([C:8]([OH:10])=[O:9])[CH:5]=[CH:4][N:3]=2)[CH:16]=[CH:15][CH:14]=[CH:13][CH:12]=1, predict the reactants needed to synthesize it. The reactants are: Br[C:2]1[CH:7]=[C:6]([C:8]([OH:10])=[O:9])[CH:5]=[CH:4][N:3]=1.[C:11]1(B(O)O)[CH:16]=[CH:15][CH:14]=[CH:13][CH:12]=1.C([O-])([O-])=O.[K+].[K+].Cl. (7) Given the product [C:17]([O:16][C:14](=[O:15])[CH2:13][N:10]1[N:9]=[N:8][C:7]([C:5]2[S:6][C:2]([Br:1])=[N:3][N:4]=2)=[N:11]1)([CH3:20])([CH3:19])[CH3:18], predict the reactants needed to synthesize it. The reactants are: [Br:1][C:2]1[S:6][C:5]([C:7]2[NH:11][N:10]=[N:9][N:8]=2)=[N:4][N:3]=1.Br[CH2:13][C:14]([O:16][C:17]([CH3:20])([CH3:19])[CH3:18])=[O:15]. (8) Given the product [C:1]([O:5][C:6]([N:8]([CH2:21][CH2:22][NH:23][C:24]([O:26][C:27]([CH3:30])([CH3:29])[CH3:28])=[O:25])[CH2:9][C:10]([NH:12][CH2:13][CH2:14][CH2:15][C:16]([OH:18])=[O:17])=[O:11])=[O:7])([CH3:4])([CH3:3])[CH3:2], predict the reactants needed to synthesize it. The reactants are: [C:1]([O:5][C:6]([N:8]([CH2:21][CH2:22][NH:23][C:24]([O:26][C:27]([CH3:30])([CH3:29])[CH3:28])=[O:25])[CH2:9][C:10]([NH:12][CH2:13][CH2:14][CH2:15][C:16]([O:18]CC)=[O:17])=[O:11])=[O:7])([CH3:4])([CH3:3])[CH3:2].[OH-].[Na+].